From a dataset of Forward reaction prediction with 1.9M reactions from USPTO patents (1976-2016). Predict the product of the given reaction. Given the reactants [Cl:1][C:2]1[N:6]([CH2:7][O:8][CH2:9][CH2:10][O:11][CH3:12])[C:5]2[CH:13]=[CH:14][C:15]([CH2:17][OH:18])=[CH:16][C:4]=2[N:3]=1.CN(C=O)C.[H-].[Na+].[CH2:26](Br)[C:27]1[CH:32]=[CH:31][CH:30]=[CH:29][CH:28]=1, predict the reaction product. The product is: [CH2:26]([O:18][CH2:17][C:15]1[CH:14]=[CH:13][C:5]2[N:6]([CH2:7][O:8][CH2:9][CH2:10][O:11][CH3:12])[C:2]([Cl:1])=[N:3][C:4]=2[CH:16]=1)[C:27]1[CH:32]=[CH:31][CH:30]=[CH:29][CH:28]=1.